Task: Predict the product of the given reaction.. Dataset: Forward reaction prediction with 1.9M reactions from USPTO patents (1976-2016) (1) Given the reactants [Br-:1].[CH2:2]([P+:6]([CH2:37][CH2:38][CH2:39][CH3:40])([CH2:33][CH2:34][CH2:35][CH3:36])[CH2:7][CH2:8][CH2:9][CH2:10][C:11]([S:26][C:27]1[CH:32]=[CH:31][CH:30]=[CH:29][CH:28]=1)([S:19][C:20]1[CH:25]=[CH:24][CH:23]=[CH:22][CH:21]=1)[CH2:12][CH2:13][C:14]([O:16]CC)=[O:15])[CH2:3][CH2:4][CH3:5].CO.[OH-].[Na+], predict the reaction product. The product is: [Br-:1].[CH2:37]([P+:6]([CH2:2][CH2:3][CH2:4][CH3:5])([CH2:33][CH2:34][CH2:35][CH3:36])[CH2:7][CH2:8][CH2:9][CH2:10][C:11]([S:19][C:20]1[CH:25]=[CH:24][CH:23]=[CH:22][CH:21]=1)([S:26][C:27]1[CH:28]=[CH:29][CH:30]=[CH:31][CH:32]=1)[CH2:12][CH2:13][C:14]([OH:16])=[O:15])[CH2:38][CH2:39][CH3:40]. (2) Given the reactants [O:1]1[C:5]2([CH2:10][CH2:9][CH:8]([OH:11])[CH2:7][CH2:6]2)[O:4][CH2:3][CH2:2]1.[H-].[Na+].[Cl:14][C:15]1[C:24](F)=[CH:23][CH:22]=[C:21]2[C:16]=1[CH:17]=[CH:18][N:19]=[CH:20]2, predict the reaction product. The product is: [Cl:14][C:15]1[C:24]([O:11][CH:8]2[CH2:9][CH2:10][C:5]3([O:4][CH2:3][CH2:2][O:1]3)[CH2:6][CH2:7]2)=[CH:23][CH:22]=[C:21]2[C:16]=1[CH:17]=[CH:18][N:19]=[CH:20]2. (3) Given the reactants Br[C:2]1[S:6][C:5]([CH:7]=[O:8])=[CH:4][CH:3]=1.[C:9]1(B(O)O)[CH:14]=[CH:13][CH:12]=[CH:11][CH:10]=1.C([O-])([O-])=O.[K+].[K+], predict the reaction product. The product is: [C:9]1([C:2]2[S:6][C:5]([CH:7]=[O:8])=[CH:4][CH:3]=2)[CH:14]=[CH:13][CH:12]=[CH:11][CH:10]=1. (4) Given the reactants [C:1]([O:5][C:6](=[O:28])[NH:7][C@H:8]1[C@H:12]([C:13]2[CH:18]=[CH:17][C:16]([Cl:19])=[C:15]([F:20])[CH:14]=2)[CH2:11][N:10]([CH2:21][C:22]2[CH:27]=[CH:26][CH:25]=[CH:24][CH:23]=2)[CH2:9]1)([CH3:4])([CH3:3])[CH3:2].[H-].[Na+].I[CH3:32], predict the reaction product. The product is: [C:1]([O:5][C:6](=[O:28])[N:7]([C@H:8]1[C@H:12]([C:13]2[CH:18]=[CH:17][C:16]([Cl:19])=[C:15]([F:20])[CH:14]=2)[CH2:11][N:10]([CH2:21][C:22]2[CH:27]=[CH:26][CH:25]=[CH:24][CH:23]=2)[CH2:9]1)[CH3:32])([CH3:4])([CH3:2])[CH3:3].